This data is from Full USPTO retrosynthesis dataset with 1.9M reactions from patents (1976-2016). The task is: Predict the reactants needed to synthesize the given product. Given the product [F:14][C:2]([F:1])([F:13])[C:3]1[CH:12]=[CH:11][C:6]2[N:7]([CH:29]([CH2:34][CH3:35])[C:30]([OH:32])=[O:31])[C:8](=[N:10][C:20](=[O:21])[C:19]3[CH:23]=[CH:24][CH:25]=[C:17]([C:16]([F:27])([F:26])[F:15])[CH:18]=3)[S:9][C:5]=2[CH:4]=1, predict the reactants needed to synthesize it. The reactants are: [F:1][C:2]([F:14])([F:13])[C:3]1[CH:12]=[CH:11][C:6]2[N:7]=[C:8]([NH2:10])[S:9][C:5]=2[CH:4]=1.[F:15][C:16]([F:27])([F:26])[C:17]1[CH:18]=[C:19]([CH:23]=[CH:24][CH:25]=1)[C:20](Cl)=[O:21].Br[CH:29]([CH2:34][CH3:35])[C:30]([O:32]C)=[O:31].COC1C=CC2N=C(N)SC=2C=1.ClC1C=C(C=CC=1)C(Cl)=O.BrCC(OCC)=O.